This data is from Forward reaction prediction with 1.9M reactions from USPTO patents (1976-2016). The task is: Predict the product of the given reaction. (1) Given the reactants [CH3:1][CH2:2]N(P1(N(C)CCCN1C)=NC(C)(C)C)CC.[CH:19]1([CH2:25][N:26]2[C:30]([CH2:31][CH2:32][N:33]3[CH2:38][CH2:37][N:36]([C:39]4[CH:44]=[CH:43][CH:42]=[CH:41][C:40]=4[O:45][CH3:46])[CH2:35][CH2:34]3)=[N:29][NH:28][C:27]2=[O:47])[CH2:24][CH2:23][CH2:22][CH2:21][CH2:20]1.C(I)C, predict the reaction product. The product is: [CH:19]1([CH2:25][N:26]2[C:30]([CH2:31][CH2:32][N:33]3[CH2:34][CH2:35][N:36]([C:39]4[CH:44]=[CH:43][CH:42]=[CH:41][C:40]=4[O:45][CH3:46])[CH2:37][CH2:38]3)=[N:29][N:28]([CH2:1][CH3:2])[C:27]2=[O:47])[CH2:24][CH2:23][CH2:22][CH2:21][CH2:20]1. (2) Given the reactants I[C:2]1[CH:9]=[CH:8][CH:7]=[CH:6][C:3]=1[CH2:4][OH:5].[Cl:10][C:11]1[CH:16]=[CH:15][C:14](C2C=CC=CC=2B(O)O)=[CH:13][CH:12]=1, predict the reaction product. The product is: [Cl:10][C:11]1[CH:16]=[CH:15][C:14]([C:2]2[CH:9]=[CH:8][CH:7]=[CH:6][C:3]=2[CH2:4][OH:5])=[CH:13][CH:12]=1. (3) Given the reactants Cl.Cl.[NH:3]1[CH2:8][CH2:7][CH:6]([NH:9][C:10]([C:12]2[N:13]=[N:14][C:15]([CH2:32][CH2:33][CH2:34][CH3:35])=[C:16]([C:18]3[CH:23]=[CH:22][C:21]([O:24][CH2:25][C:26]4[CH:31]=[CH:30][CH:29]=[CH:28][CH:27]=4)=[CH:20][CH:19]=3)[CH:17]=2)=[O:11])[CH2:5][CH2:4]1.C=O.[C:38](O[BH-](OC(=O)C)OC(=O)C)(=O)C.[Na+], predict the reaction product. The product is: [CH3:38][N:3]1[CH2:8][CH2:7][CH:6]([NH:9][C:10]([C:12]2[N:13]=[N:14][C:15]([CH2:32][CH2:33][CH2:34][CH3:35])=[C:16]([C:18]3[CH:23]=[CH:22][C:21]([O:24][CH2:25][C:26]4[CH:31]=[CH:30][CH:29]=[CH:28][CH:27]=4)=[CH:20][CH:19]=3)[CH:17]=2)=[O:11])[CH2:5][CH2:4]1. (4) Given the reactants [CH2:1]([N:3]([CH2:15][CH3:16])[C:4](=[O:14])[C:5]1[CH:10]=[CH:9][C:8]([CH2:11][CH2:12][CH3:13])=[CH:7][CH:6]=1)[CH3:2].C([Li])(CC)C.[CH3:22][S:23]SC, predict the reaction product. The product is: [CH2:15]([N:3]([CH2:1][CH3:2])[C:4](=[O:14])[C:5]1[CH:10]=[CH:9][C:8]([CH2:11][CH2:12][CH3:13])=[CH:7][C:6]=1[S:23][CH3:22])[CH3:16]. (5) Given the reactants Cl[CH2:2][C:3]1[CH:8]=[CH:7][C:6]([C:9]([F:12])([F:11])[F:10])=[CH:5][C:4]=1[N+:13]([O-:15])=[O:14].[NH2:16][CH2:17][CH2:18][OH:19], predict the reaction product. The product is: [N+:13]([C:4]1[CH:5]=[C:6]([C:9]([F:12])([F:11])[F:10])[CH:7]=[CH:8][C:3]=1[CH2:2][NH:16][CH2:17][CH2:18][OH:19])([O-:15])=[O:14]. (6) Given the reactants COC1C=CC(C[O:8][C:9]([C:12]2[CH:17]=[CH:16][C:15]([C:18]3[N:19]=[C:20]([CH2:40][O:41][CH2:42][CH2:43][NH:44][C:45](=[O:61])[O:46][CH2:47][CH:48]4[C:60]5[CH:59]=[CH:58][CH:57]=[CH:56][C:55]=5[C:54]5[C:49]4=[CH:50][CH:51]=[CH:52][CH:53]=5)[N:21]4[C:26]5[CH:27]=[CH:28][N:29]([S:30]([C:33]6[CH:39]=[CH:38][C:36]([CH3:37])=[CH:35][CH:34]=6)(=[O:32])=[O:31])[C:25]=5[N:24]=[CH:23][C:22]=34)=[CH:14][CH:13]=2)([CH3:11])[CH3:10])=CC=1.COC1C=CC(COC(C2C=CC([Mg]Br)=CC=2)(C)C)=CC=1.C1C2C(COC(NCCOCC(O)=O)=O)C3C(=CC=CC=3)C=2C=CC=1.C(C1C(=O)C(Cl)=C(Cl)C(=O)C=1C#N)#N, predict the reaction product. The product is: [OH:8][C:9]([C:12]1[CH:13]=[CH:14][C:15]([C:18]2[N:19]=[C:20]([CH2:40][O:41][CH2:42][CH2:43][NH:44][C:45](=[O:61])[O:46][CH2:47][CH:48]3[C:49]4[CH:50]=[CH:51][CH:52]=[CH:53][C:54]=4[C:55]4[C:60]3=[CH:59][CH:58]=[CH:57][CH:56]=4)[N:21]3[C:26]4[CH:27]=[CH:28][N:29]([S:30]([C:33]5[CH:34]=[CH:35][C:36]([CH3:37])=[CH:38][CH:39]=5)(=[O:32])=[O:31])[C:25]=4[N:24]=[CH:23][C:22]=23)=[CH:16][CH:17]=1)([CH3:10])[CH3:11].